Task: Predict the product of the given reaction.. Dataset: Forward reaction prediction with 1.9M reactions from USPTO patents (1976-2016) (1) Given the reactants C([O:4][C@H:5]1[C@@H:10]([O:11]C(=O)C)[C@H:9]([O:15]C(=O)C)[C@@H:8]([CH2:19][O:20]C(=O)C)[O:7][C@@H:6]1[O:24][CH2:25][CH2:26][O:27][CH2:28][CH2:29][O:30]CC#C)(=O)C.C[O-].[Na+], predict the reaction product. The product is: [CH2:6]([O:24][CH2:25][CH2:26][O:27][CH2:28][CH2:29][OH:30])[C:5]#[CH:10].[CH2:19]([OH:20])[C@H:8]1[O:7][C@H:6]([O-:24])[C@@H:5]([OH:4])[C@@H:10]([OH:11])[C@@H:9]1[OH:15]. (2) Given the reactants [Cl:1][CH2:2][CH2:3][CH2:4][S:5]([O:8][CH2:9][C:10]([CH3:20])([CH3:19])[C@@H:11]([O:15][C:16](=[O:18])[CH3:17])[C:12]([OH:14])=[O:13])(=[O:7])=[O:6].C(Cl)(=O)C(Cl)=O.CN(C)C=O.[N:32]1[CH:37]=[CH:36][CH:35]=[C:34]([CH2:38]O)[CH:33]=1, predict the reaction product. The product is: [Cl:1][CH2:2][CH2:3][CH2:4][S:5]([O:8][CH2:9][C:10]([CH3:20])([CH3:19])[C@@H:11]([O:15][C:16](=[O:18])[CH3:17])[C:12]([O:14][CH2:38][C:34]1[CH:33]=[N:32][CH:37]=[CH:36][CH:35]=1)=[O:13])(=[O:6])=[O:7].